From a dataset of Catalyst prediction with 721,799 reactions and 888 catalyst types from USPTO. Predict which catalyst facilitates the given reaction. (1) The catalyst class is: 6. Reactant: O[Li].O.CO.[NH:6]([C:18]([O:20][C:21]([CH3:24])([CH3:23])[CH3:22])=[O:19])[C@H:7]([C:9]([NH:11][C@H:12]([C:14]([O:16]C)=[O:15])[CH3:13])=[O:10])[CH3:8].C(O)(=O)CC(CC(O)=O)(C(O)=O)O. Product: [NH:6]([C:18]([O:20][C:21]([CH3:23])([CH3:22])[CH3:24])=[O:19])[C@H:7]([C:9]([NH:11][C@H:12]([C:14]([OH:16])=[O:15])[CH3:13])=[O:10])[CH3:8]. (2) Reactant: [Cl:1][C:2]1[CH:7]=[CH:6][C:5]([CH2:8]Cl)=[CH:4][N:3]=1.[CH3:10][NH:11][CH:12]1[CH2:16][CH2:15][CH2:14][CH2:13]1.C(=O)([O-])[O-].[K+].[K+]. Product: [Cl:1][C:2]1[N:3]=[CH:4][C:5]([CH2:8][N:11]([CH:12]2[CH2:16][CH2:15][CH2:14][CH2:13]2)[CH3:10])=[CH:6][CH:7]=1. The catalyst class is: 10. (3) Reactant: Cl[C:2]1[CH:7]=[C:6]([C:8]2[CH:13]=[CH:12][CH:11]=[C:10]([CH3:14])[C:9]=2[CH3:15])[N:5]=[C:4]([NH2:16])[N:3]=1.[NH2:17][CH2:18][CH:19]1[CH2:23][CH2:22][CH2:21][N:20]1[C:24]([O:26][C:27]([CH3:30])([CH3:29])[CH3:28])=[O:25].CCN(C(C)C)C(C)C. Product: [NH2:16][C:4]1[N:3]=[C:2]([NH:17][CH2:18][CH:19]2[CH2:23][CH2:22][CH2:21][N:20]2[C:24]([O:26][C:27]([CH3:30])([CH3:29])[CH3:28])=[O:25])[CH:7]=[C:6]([C:8]2[CH:13]=[CH:12][CH:11]=[C:10]([CH3:14])[C:9]=2[CH3:15])[N:5]=1. The catalyst class is: 51. (4) Reactant: [Br:1][C:2]1[CH:3]=[C:4]2[NH:10][CH:9]=[CH:8][C:5]2=[N:6][CH:7]=1.[H-].[Na+].[NH2:13]Cl.S([O-])([O-])(=O)=S.[Cl-].[NH4+]. Product: [Br:1][C:2]1[CH:3]=[C:4]2[N:10]([NH2:13])[CH:9]=[CH:8][C:5]2=[N:6][CH:7]=1. The catalyst class is: 215. (5) Reactant: [CH3:1][CH2:2][CH2:3][CH2:4][NH:5][C:6]1[CH:7]=[C:8]([C:23]([OH:25])=[O:24])[CH:9]=[C:10]([S:19]([NH2:22])(=[O:21])=[O:20])[C:11]=1[O:12][C:13]1[CH:14]=[CH:15][CH:16]=[CH:17][CH:18]=1.Cl[CH2:27][C:28]([N:30]([CH2:33][CH3:34])[CH2:31][CH3:32])=[O:29].C(N(CC)CC)C.[I-].[Na+]. Product: [NH2:22][S:19]([C:10]1[CH:9]=[C:8]([CH:7]=[C:6]([NH:5][CH2:4][CH2:3][CH2:2][CH3:1])[C:11]=1[O:12][C:13]1[CH:18]=[CH:17][CH:16]=[CH:15][CH:14]=1)[C:23]([O:25][CH2:27][C:28]([N:30]([CH2:33][CH3:34])[CH2:31][CH3:32])=[O:29])=[O:24])(=[O:21])=[O:20]. The catalyst class is: 204.